This data is from Reaction yield outcomes from USPTO patents with 853,638 reactions. The task is: Predict the reaction yield, written as a fraction of the theoretical maximum amount of product (1.0 means a 100% yield; for example, 0.34 means a 34% yield). (1) The reactants are [Cl:1][C:2]1[C:3]([S:33]([CH2:36][CH3:37])(=[O:35])=[O:34])=[C:4]([CH:29]=[C:30]([Cl:32])[CH:31]=1)[CH2:5][N:6]1[C:15](=[O:16])[C:14]2[C:9](=[CH:10][C:11]([CH2:21][N:22]3[CH2:27][CH2:26][NH:25][CH2:24][CH2:23]3)=[C:12]([C:17]([F:20])([F:19])[F:18])[CH:13]=2)[NH:8][C:7]1=[O:28].C=O.[C:40](=O)(O)[O-].[Na+].ClCCl. The catalyst is C(O)=O. The product is [Cl:1][C:2]1[C:3]([S:33]([CH2:36][CH3:37])(=[O:34])=[O:35])=[C:4]([CH:29]=[C:30]([Cl:32])[CH:31]=1)[CH2:5][N:6]1[C:15](=[O:16])[C:14]2[C:9](=[CH:10][C:11]([CH2:21][N:22]3[CH2:23][CH2:24][N:25]([CH3:40])[CH2:26][CH2:27]3)=[C:12]([C:17]([F:18])([F:19])[F:20])[CH:13]=2)[NH:8][C:7]1=[O:28]. The yield is 0.650. (2) The reactants are [Si:1]([O:8][C@H:9]([C@H:11]([N:15]1[CH:23]=[N:22][C:21]2[C:16]1=[N:17][CH:18]=[N:19][C:20]=2Cl)[CH2:12][CH2:13][CH3:14])[CH3:10])([C:4]([CH3:7])([CH3:6])[CH3:5])([CH3:3])[CH3:2].CO.ClCCl.[NH3:30]. No catalyst specified. The product is [Si:1]([O:8][C@H:9]([C@H:11]([N:15]1[CH:23]=[N:22][C:21]2[C:16]1=[N:17][CH:18]=[N:19][C:20]=2[NH2:30])[CH2:12][CH2:13][CH3:14])[CH3:10])([C:4]([CH3:7])([CH3:6])[CH3:5])([CH3:3])[CH3:2]. The yield is 0.780. (3) The reactants are [OH-].[Li+].[CH:3]1([C@H:9]([NH:14][C:15]([C:17]2[CH:22]=[CH:21][C:20]([C:23]3[CH:28]=[CH:27][CH:26]=[C:25]([F:29])[CH:24]=3)=[CH:19][C:18]=2[NH:30][C:31]([NH:33][C:34]2[C:39]([CH3:40])=[CH:38][C:37]([CH3:41])=[CH:36][C:35]=2[CH3:42])=[O:32])=[O:16])[C:10]([O:12]C)=[O:11])[CH2:8][CH2:7][CH2:6][CH2:5][CH2:4]1.CO.O. The catalyst is C1COCC1. The product is [CH:3]1([C@H:9]([NH:14][C:15]([C:17]2[CH:22]=[CH:21][C:20]([C:23]3[CH:28]=[CH:27][CH:26]=[C:25]([F:29])[CH:24]=3)=[CH:19][C:18]=2[NH:30][C:31]([NH:33][C:34]2[C:39]([CH3:40])=[CH:38][C:37]([CH3:41])=[CH:36][C:35]=2[CH3:42])=[O:32])=[O:16])[C:10]([OH:12])=[O:11])[CH2:4][CH2:5][CH2:6][CH2:7][CH2:8]1. The yield is 0.670. (4) The reactants are [N+:1]([C:4]1[CH:5]=[C:6]([CH2:10][C:11]#[N:12])[CH:7]=[CH:8][CH:9]=1)([O-])=O.[Cl-].N. The catalyst is CCO.O.[Fe]. The product is [NH2:1][C:4]1[CH:5]=[C:6]([CH2:10][C:11]#[N:12])[CH:7]=[CH:8][CH:9]=1. The yield is 0.960. (5) The reactants are [Br:1][C:2]1[CH:33]=[CH:32][C:31]([N+:34]([O-])=O)=[CH:30][C:3]=1[C:4]([N:6]1[CH2:11][CH2:10][N:9]([C:12](=[O:29])[CH2:13][NH:14][C:15]([C:17]2[CH:22]=[CH:21][C:20]([C:23]3[CH:28]=[CH:27][CH:26]=[CH:25][CH:24]=3)=[CH:19][CH:18]=2)=[O:16])[CH2:8][CH2:7]1)=[O:5]. The catalyst is CO.[Pd]. The product is [NH2:34][C:31]1[CH:32]=[CH:33][C:2]([Br:1])=[C:3]([CH:30]=1)[C:4]([N:6]1[CH2:11][CH2:10][N:9]([C:12](=[O:29])[CH2:13][NH:14][C:15]([C:17]2[CH:22]=[CH:21][C:20]([C:23]3[CH:24]=[CH:25][CH:26]=[CH:27][CH:28]=3)=[CH:19][CH:18]=2)=[O:16])[CH2:8][CH2:7]1)=[O:5]. The yield is 0.407. (6) The reactants are [Si:1]([O:8][CH:9]1[CH:14]([C:15]2[CH:20]=[CH:19][N:18]=[CH:17][C:16]=2[N+:21]([O-:23])=[O:22])[O:13][CH:12]([CH3:24])[C:11]([OH:26])([CH3:25])[C:10]1=[O:27])([C:4]([CH3:7])([CH3:6])[CH3:5])([CH3:3])[CH3:2].[BH4-].[Na+].O. The catalyst is CO. The product is [Si:1]([O:8][CH:9]1[CH:14]([C:15]2[CH:20]=[CH:19][N:18]=[CH:17][C:16]=2[N+:21]([O-:23])=[O:22])[O:13][CH:12]([CH3:24])[C:11]([CH3:25])([OH:26])[CH:10]1[OH:27])([C:4]([CH3:6])([CH3:5])[CH3:7])([CH3:3])[CH3:2]. The yield is 0.950. (7) The reactants are [Br:1][C:2]1[CH:3]=[C:4]2[C:10]([C:11]3[CH:16]=[CH:15][C:14]([O:17]C4CCCCO4)=[CH:13][CH:12]=3)=[CH:9][N:8]([S:24]([C:27]3[CH:32]=[CH:31][C:30]([CH3:33])=[CH:29][CH:28]=3)(=[O:26])=[O:25])[C:5]2=[N:6][CH:7]=1.C1(S)C=CC=CC=1.Cl. The catalyst is ClCCl.CCOCC. The product is [Br:1][C:2]1[CH:3]=[C:4]2[C:10]([C:11]3[CH:16]=[CH:15][C:14]([OH:17])=[CH:13][CH:12]=3)=[CH:9][N:8]([S:24]([C:27]3[CH:32]=[CH:31][C:30]([CH3:33])=[CH:29][CH:28]=3)(=[O:25])=[O:26])[C:5]2=[N:6][CH:7]=1. The yield is 0.810. (8) The reactants are [SH:1][C:2]1[CH:7]=[C:6]([O:8][CH3:9])[CH:5]=[CH:4][C:3]=1[C:10]([C:12]1[CH:17]=[CH:16][CH:15]=[C:14]([O:18][CH3:19])[CH:13]=1)=O.[C:20](#[N:24])[CH2:21][C:22]#[N:23].N1CCCCC1. The catalyst is C(O)C. The product is [NH:24]=[C:20]1[C:21]([C:22]#[N:23])=[C:10]([C:12]2[CH:17]=[CH:16][CH:15]=[C:14]([O:18][CH3:19])[CH:13]=2)[C:3]2[C:2](=[CH:7][C:6]([O:8][CH3:9])=[CH:5][CH:4]=2)[S:1]1. The yield is 0.750.